This data is from Full USPTO retrosynthesis dataset with 1.9M reactions from patents (1976-2016). The task is: Predict the reactants needed to synthesize the given product. (1) Given the product [C:20]([C:17]1[CH:16]=[CH:15][C:14]([C@@H:12]([N:8]2[CH2:7][CH2:6][C@:5]([CH2:4][CH2:3][CH2:2][OH:1])([C:22]3[CH:27]=[CH:26][CH:25]=[CH:24][CH:23]=3)[O:10][C:9]2=[O:11])[CH3:13])=[CH:19][CH:18]=1)(=[O:28])[CH3:21], predict the reactants needed to synthesize it. The reactants are: [OH:1][CH2:2][CH2:3][CH2:4][C@@:5]1([C:22]2[CH:27]=[CH:26][CH:25]=[CH:24][CH:23]=2)[O:10][C:9](=[O:11])[N:8]([C@H:12]([C:14]2[CH:19]=[CH:18][C:17]([CH:20]=[CH2:21])=[CH:16][CH:15]=2)[CH3:13])[CH2:7][CH2:6]1.[OH2:28].O=O. (2) Given the product [N:1]1[CH2:2][CH2:3][CH2:4][N:5]2[C:13]3[CH:12]=[CH:11][C:10]([NH:14][C:29](=[O:36])[C:30]4[CH:35]=[CH:34][CH:33]=[CH:32][CH:31]=4)=[CH:9][C:8]=3[C:7]3([O:19][CH2:18][CH2:17][CH2:16][O:15]3)[C:6]=12, predict the reactants needed to synthesize it. The reactants are: [N:1]1[CH2:2][CH2:3][CH2:4][N:5]2[C:13]3[CH:12]=[CH:11][C:10]([NH2:14])=[CH:9][C:8]=3[C:7]3([O:19][CH2:18][CH2:17][CH2:16][O:15]3)[C:6]=12.N1C=CC=CC=1.C(Cl)Cl.[C:29](Cl)(=[O:36])[C:30]1[CH:35]=[CH:34][CH:33]=[CH:32][CH:31]=1. (3) Given the product [NH2:44][C:39]1[CH:40]=[CH:41][CH:42]=[CH:43][C:38]=1[NH:37][C:35]([C:34]1[CH:33]=[CH:32][C:31]([CH2:30][NH:29][C:26]([C:22]2[C:23]3[C:18](=[CH:17][C:16]([O:15][C:6]4[C:5]5[C:10](=[CH:11][C:12]([O:13][CH3:14])=[C:3]([O:2][CH3:1])[CH:4]=5)[N:9]=[CH:8][N:7]=4)=[CH:25][CH:24]=3)[CH:19]=[CH:20][CH:21]=2)=[O:27])=[CH:46][CH:45]=1)=[O:36], predict the reactants needed to synthesize it. The reactants are: [CH3:1][O:2][C:3]1[CH:4]=[C:5]2[C:10](=[CH:11][C:12]=1[O:13][CH3:14])[N:9]=[CH:8][N:7]=[C:6]2[O:15][C:16]1[CH:17]=[C:18]2[C:23](=[CH:24][CH:25]=1)[C:22]([C:26](O)=[O:27])=[CH:21][CH:20]=[CH:19]2.[NH2:29][CH2:30][C:31]1[CH:46]=[CH:45][C:34]([C:35]([NH:37][C:38]2[CH:43]=[CH:42][CH:41]=[CH:40][C:39]=2[NH2:44])=[O:36])=[CH:33][CH:32]=1. (4) Given the product [Cl:31][CH2:32][CH2:33][NH:26][C:21]1[CH:22]=[CH:23][CH:24]=[CH:25][C:20]=1[N:17]1[CH2:18][CH2:19][N:14]([C:12]2[C:11]3[C:6](=[CH:7][C:8]([O:29][CH3:30])=[C:9]([O:27][CH3:28])[CH:10]=3)[N:5]=[C:4]([CH:1]3[CH2:3][CH2:2]3)[N:13]=2)[CH2:15][CH2:16]1, predict the reactants needed to synthesize it. The reactants are: [CH:1]1([C:4]2[N:13]=[C:12]([N:14]3[CH2:19][CH2:18][N:17]([C:20]4[CH:25]=[CH:24][CH:23]=[CH:22][C:21]=4[NH2:26])[CH2:16][CH2:15]3)[C:11]3[C:6](=[CH:7][C:8]([O:29][CH3:30])=[C:9]([O:27][CH3:28])[CH:10]=3)[N:5]=2)[CH2:3][CH2:2]1.[Cl:31][CH2:32][CH:33]=O.[BH3-]C#N.[Na+]. (5) Given the product [CH2:7]([C:9]1[C:13]([CH2:14][OH:15])=[C:12]([CH2:19][CH3:20])[O:11][N:10]=1)[CH3:8], predict the reactants needed to synthesize it. The reactants are: [H-].[H-].[H-].[H-].[Li+].[Al+3].[CH2:7]([C:9]1[C:13]([C:14](OCC)=[O:15])=[C:12]([CH2:19][CH3:20])[O:11][N:10]=1)[CH3:8]. (6) Given the product [CH:42]1([C:37]2=[N:38][NH:39][C:40](=[O:41])/[C:36]/2=[C:28]2\[NH:29][C:30]3[C:35]([C:26]([S:58][C:55]4[CH:54]=[CH:53][C:52]([NH:51][C:48](=[O:50])[CH3:49])=[CH:57][CH:56]=4)=[CH:27]\2)=[CH:34][CH:33]=[CH:32][CH:31]=3)[CH2:47][CH2:46][CH2:45][CH2:44][CH2:43]1, predict the reactants needed to synthesize it. The reactants are: C1(C2CC(=O)NN=2)CCCCC1.ClC1C2C(=CC=CC=2)[N+]([O-])=CC=1.Cl[C:26]1[C:35]2[C:30](=[CH:31][CH:32]=[CH:33][CH:34]=2)[NH:29]/[C:28](=[C:36]2/[C:37]([CH:42]3[CH2:47][CH2:46][CH2:45][CH2:44][CH2:43]3)=[N:38][NH:39][C:40]/2=[O:41])/[CH:27]=1.[C:48]([NH:51][C:52]1[CH:57]=[CH:56][C:55]([SH:58])=[CH:54][CH:53]=1)(=[O:50])[CH3:49].